Dataset: Blood-brain barrier permeability classification from the B3DB database. Task: Regression/Classification. Given a drug SMILES string, predict its absorption, distribution, metabolism, or excretion properties. Task type varies by dataset: regression for continuous measurements (e.g., permeability, clearance, half-life) or binary classification for categorical outcomes (e.g., BBB penetration, CYP inhibition). Dataset: b3db_classification. The drug is CC12CCCCCC(Cc3ccc(O)cc31)C2N. The result is 1 (penetrates BBB).